This data is from Catalyst prediction with 721,799 reactions and 888 catalyst types from USPTO. The task is: Predict which catalyst facilitates the given reaction. Reactant: F[C:2]1[CH:3]=[CH:4][C:5]([C:8]#[N:9])=[N:6][CH:7]=1.[Br:10][C:11]1[CH:17]=[CH:16][C:14]([NH2:15])=[C:13]([Cl:18])[CH:12]=1.CC(C)([O-])C.[K+].[Cl-].[Na+]. Product: [Br:10][C:11]1[CH:17]=[CH:16][C:14]([NH:15][C:2]2[CH:3]=[CH:4][C:5]([C:8]#[N:9])=[N:6][CH:7]=2)=[C:13]([Cl:18])[CH:12]=1. The catalyst class is: 16.